This data is from Full USPTO retrosynthesis dataset with 1.9M reactions from patents (1976-2016). The task is: Predict the reactants needed to synthesize the given product. (1) Given the product [C:32]([C:29]1[CH:30]=[CH:31][C:26]([NH:25][C:14]([N:11]2[C:12]3[C:7](=[CH:6][CH:5]=[C:4]([CH:3]([O:2][CH3:1])[O:23][CH3:24])[N:13]=3)[CH2:8][CH2:9][CH2:10]2)=[O:16])=[N:27][CH:28]=1)#[N:33], predict the reactants needed to synthesize it. The reactants are: [CH3:1][O:2][CH:3]([O:23][CH3:24])[C:4]1[N:13]=[C:12]2[C:7]([CH2:8][CH2:9][CH2:10][N:11]2[C:14]([O:16]C2C=CC=CC=2)=O)=[CH:6][CH:5]=1.[NH2:25][C:26]1[CH:31]=[CH:30][C:29]([C:32]#[N:33])=[CH:28][N:27]=1.[Li+].C[Si]([N-][Si](C)(C)C)(C)C. (2) Given the product [CH3:1][Si:7]([O:14][CH3:15])([O:11][CH3:12])[O:8][CH3:9].[CH2:1]([Si:7]([O:14][CH2:15][CH3:16])([O:8][CH2:9][CH3:10])[O:11][CH2:12][CH3:13])[CH2:2][CH2:3][CH:4]([CH3:6])[CH3:5].[OH-:19].[K+:26], predict the reactants needed to synthesize it. The reactants are: [CH2:1]([Si:7]([O:14][CH2:15][CH3:16])([O:11][CH2:12][CH3:13])[O:8][CH2:9][CH3:10])[CH2:2][CH2:3][CH:4]([CH3:6])[CH3:5].C[Si](OC)(OC)[O:19]C.[OH-].[K+:26].